Dataset: Full USPTO retrosynthesis dataset with 1.9M reactions from patents (1976-2016). Task: Predict the reactants needed to synthesize the given product. (1) Given the product [Cl:1][C:2]1[CH:7]=[CH:6][C:5]([C@H:8]2[C@H:13]([O:14][CH2:15][C:16]3[CH:21]=[CH:20][CH:19]=[CH:18][CH:17]=3)[C@@H:12]([O:22][CH2:23][C:24]3[CH:29]=[CH:28][CH:27]=[CH:26][CH:25]=3)[C@H:11]([O:30][CH2:31][C:32]3[CH:37]=[CH:36][CH:35]=[CH:34][CH:33]=3)[C@@H:10]([CH2:38][O:39][CH2:40][C:41]3[CH:46]=[CH:45][CH:44]=[CH:43][CH:42]=3)[O:9]2)=[CH:4][C:3]=1[CH2:47][C:48]([OH:53])=[O:50], predict the reactants needed to synthesize it. The reactants are: [Cl:1][C:2]1[CH:7]=[CH:6][C:5]([C@H:8]2[C@H:13]([O:14][CH2:15][C:16]3[CH:21]=[CH:20][CH:19]=[CH:18][CH:17]=3)[C@@H:12]([O:22][CH2:23][C:24]3[CH:29]=[CH:28][CH:27]=[CH:26][CH:25]=3)[C@H:11]([O:30][CH2:31][C:32]3[CH:37]=[CH:36][CH:35]=[CH:34][CH:33]=3)[C@@H:10]([CH2:38][O:39][CH2:40][C:41]3[CH:46]=[CH:45][CH:44]=[CH:43][CH:42]=3)[O:9]2)=[CH:4][C:3]=1[CH2:47][C:48]#N.[OH-:50].[Na+].Cl.[OH2:53]. (2) Given the product [F:1][C:2]1[CH:3]=[CH:4][C:5]([CH2:6][OH:12])=[C:9]([CH:10]=1)[C:8]([OH:7])=[O:11], predict the reactants needed to synthesize it. The reactants are: [F:1][C:2]1[CH:10]=[C:9]2[C:5]([CH2:6][O:7][C:8]2=[O:11])=[CH:4][CH:3]=1.[OH-:12].[K+]. (3) Given the product [CH3:51][S:52]([OH:55])(=[O:54])=[O:53].[CH:9]1[CH:10]=[CH:11][C:12]2[C:13]([C:43]([NH:45][CH2:46][C:47]([F:49])([F:48])[F:50])=[O:44])([CH2:14][CH2:15][CH2:16][CH2:17][N:18]3[CH2:23][CH2:22][CH:21]([NH:24][C:25]([C:27]4[CH:28]=[CH:29][CH:30]=[CH:31][C:32]=4[C:33]4[CH:34]=[CH:35][C:36]([C:39]([F:42])([F:40])[F:41])=[CH:37][CH:38]=4)=[O:26])[CH2:20][CH2:19]3)[C:4]3[CH:3]=[CH:2][CH:1]=[CH:6][C:5]=3[C:7]=2[CH:8]=1, predict the reactants needed to synthesize it. The reactants are: [CH:1]1[CH:2]=[CH:3][C:4]2[C:13]([C:43]([NH:45][CH2:46][C:47]([F:50])([F:49])[F:48])=[O:44])([CH2:14][CH2:15][CH2:16][CH2:17][N:18]3[CH2:23][CH2:22][CH:21]([NH:24][C:25]([C:27]4[CH:28]=[CH:29][CH:30]=[CH:31][C:32]=4[C:33]4[CH:34]=[CH:35][C:36]([C:39]([F:42])([F:41])[F:40])=[CH:37][CH:38]=4)=[O:26])[CH2:20][CH2:19]3)[C:12]3[CH:11]=[CH:10][CH:9]=[CH:8][C:7]=3[C:5]=2[CH:6]=1.[CH3:51][S:52]([OH:55])(=[O:54])=[O:53].